From a dataset of NCI-60 drug combinations with 297,098 pairs across 59 cell lines. Regression. Given two drug SMILES strings and cell line genomic features, predict the synergy score measuring deviation from expected non-interaction effect. (1) Drug 1: CN(CC1=CN=C2C(=N1)C(=NC(=N2)N)N)C3=CC=C(C=C3)C(=O)NC(CCC(=O)O)C(=O)O. Drug 2: C1CNP(=O)(OC1)N(CCCl)CCCl. Cell line: MDA-MB-231. Synergy scores: CSS=2.04, Synergy_ZIP=0.297, Synergy_Bliss=0.973, Synergy_Loewe=-2.16, Synergy_HSA=-0.695. (2) Drug 1: CCCS(=O)(=O)NC1=C(C(=C(C=C1)F)C(=O)C2=CNC3=C2C=C(C=N3)C4=CC=C(C=C4)Cl)F. Drug 2: CC(C)(C#N)C1=CC(=CC(=C1)CN2C=NC=N2)C(C)(C)C#N. Cell line: SF-539. Synergy scores: CSS=1.88, Synergy_ZIP=-1.70, Synergy_Bliss=-2.64, Synergy_Loewe=-0.894, Synergy_HSA=-1.59. (3) Drug 1: CC1C(C(CC(O1)OC2CC(CC3=C2C(=C4C(=C3O)C(=O)C5=C(C4=O)C(=CC=C5)OC)O)(C(=O)CO)O)N)O.Cl. Drug 2: CC(C)(C#N)C1=CC(=CC(=C1)CN2C=NC=N2)C(C)(C)C#N. Cell line: NCI-H460. Synergy scores: CSS=39.5, Synergy_ZIP=-0.341, Synergy_Bliss=-3.29, Synergy_Loewe=-6.71, Synergy_HSA=-2.33. (4) Drug 2: C1=CC=C(C=C1)NC(=O)CCCCCCC(=O)NO. Synergy scores: CSS=27.6, Synergy_ZIP=3.82, Synergy_Bliss=4.72, Synergy_Loewe=-0.185, Synergy_HSA=0.920. Cell line: DU-145. Drug 1: CCC1(CC2CC(C3=C(CCN(C2)C1)C4=CC=CC=C4N3)(C5=C(C=C6C(=C5)C78CCN9C7C(C=CC9)(C(C(C8N6C)(C(=O)OC)O)OC(=O)C)CC)OC)C(=O)OC)O.OS(=O)(=O)O. (5) Drug 1: C1=C(C(=O)NC(=O)N1)N(CCCl)CCCl. Drug 2: C1=CC(=CC=C1CCCC(=O)O)N(CCCl)CCCl. Cell line: SF-295. Synergy scores: CSS=67.6, Synergy_ZIP=1.29, Synergy_Bliss=1.81, Synergy_Loewe=1.74, Synergy_HSA=5.49. (6) Drug 1: CC=C1C(=O)NC(C(=O)OC2CC(=O)NC(C(=O)NC(CSSCCC=C2)C(=O)N1)C(C)C)C(C)C. Drug 2: CC1=C(C(=O)C2=C(C1=O)N3CC4C(C3(C2COC(=O)N)OC)N4)N. Cell line: NCI-H522. Synergy scores: CSS=58.4, Synergy_ZIP=-3.37, Synergy_Bliss=0.685, Synergy_Loewe=-1.99, Synergy_HSA=1.25. (7) Drug 1: CC1=C(C(=CC=C1)Cl)NC(=O)C2=CN=C(S2)NC3=CC(=NC(=N3)C)N4CCN(CC4)CCO. Drug 2: C1CC(=O)NC(=O)C1N2C(=O)C3=CC=CC=C3C2=O. Cell line: HT29. Synergy scores: CSS=6.77, Synergy_ZIP=-4.08, Synergy_Bliss=-1.05, Synergy_Loewe=-8.54, Synergy_HSA=0.322. (8) Drug 1: C1=CC(=C2C(=C1NCCNCCO)C(=O)C3=C(C=CC(=C3C2=O)O)O)NCCNCCO. Drug 2: CN1C(=O)N2C=NC(=C2N=N1)C(=O)N. Cell line: U251. Synergy scores: CSS=53.8, Synergy_ZIP=1.11, Synergy_Bliss=2.93, Synergy_Loewe=-9.47, Synergy_HSA=4.50.